This data is from Reaction yield outcomes from USPTO patents with 853,638 reactions. The task is: Predict the reaction yield, written as a fraction of the theoretical maximum amount of product (1.0 means a 100% yield; for example, 0.34 means a 34% yield). (1) The reactants are [NH2:1][C:2]1N=[CH:6][C:5](I)=[CH:4][N:3]=1.[F:9][C:10]([F:21])([F:20])[C:11]1[CH:16]=[CH:15]C(B(O)O)=[CH:13][CH:12]=1.[C:22](=O)([O-])[O-].[Na+].[Na+].[Cl-].[NH4+:29]. The yield is 0.870. The catalyst is CC#N. The product is [F:9][C:10]([F:21])([F:20])[C:11]1[CH:16]=[CH:15][C:6]([C:5]2[N:29]=[CH:22][C:2]([NH2:1])=[N:3][CH:4]=2)=[CH:13][CH:12]=1. (2) The reactants are [H-].[Na+].[Cl:3][C:4]1[CH:9]=[CH:8][C:7]([OH:10])=[CH:6][CH:5]=1.Cl[CH2:12][Sn:13]([CH3:16])([CH3:15])[CH3:14]. The catalyst is C1COCC1.CCOC(C)=O. The product is [Cl:3][C:4]1[CH:9]=[CH:8][C:7]([O:10][CH2:12][Sn:13]([CH3:16])([CH3:15])[CH3:14])=[CH:6][CH:5]=1. The yield is 0.870. (3) The reactants are [CH3:1][CH:2]([CH3:8])[C:3](=[O:7])[CH2:4][C:5]#[N:6].[CH2:9](O)[CH2:10][OH:11].Cl[Si](C)(C)C.C(=O)(O)[O-].[Na+]. The catalyst is ClCCl. The product is [CH:2]([C:3]1([CH2:4][C:5]#[N:6])[O:11][CH2:10][CH2:9][O:7]1)([CH3:8])[CH3:1]. The yield is 0.780. (4) The reactants are [Br:1][C:2]1[C:3]([F:15])=[C:4]([N+:12]([O-:14])=[O:13])[C:5](O)=[C:6]([CH:10]=1)[C:7]([OH:9])=[O:8].[C:16](=O)([O-])[O-].[K+].[K+].S([O:27][CH3:28])(OC)(=O)=O. The catalyst is C(#N)C. The product is [Br:1][C:2]1[C:3]([F:15])=[C:4]([N+:12]([O-:14])=[O:13])[C:5]([O:27][CH3:28])=[C:6]([CH:10]=1)[C:7]([O:9][CH3:16])=[O:8]. The yield is 0.920. (5) The reactants are ClC1N=C2NC(=O)C3([C@@H](C4C=CC=C(Cl)C=4F)[C@H](C(N[C@H]4CC[C@H](CO)CC4)=O)[N:12]([C@H:34]([C:43]4[CH:48]=[CH:47][CH:46]=CC=4)[C@@H:35]([OH:42])C4C=CC=CC=4)C43CCC(C)(C)CC4)C2=CC=1.[H][H].C[OH:60]. The catalyst is [C].[Pd]. The product is [NH2:12][C@@H:34]1[CH2:43][CH2:48][C@@H:47]([CH2:46][OH:60])[O:42][CH2:35]1. The yield is 1.00.